From a dataset of NCI-60 drug combinations with 297,098 pairs across 59 cell lines. Regression. Given two drug SMILES strings and cell line genomic features, predict the synergy score measuring deviation from expected non-interaction effect. Drug 1: C1=CC(=CC=C1CCC2=CNC3=C2C(=O)NC(=N3)N)C(=O)NC(CCC(=O)O)C(=O)O. Drug 2: CC1OCC2C(O1)C(C(C(O2)OC3C4COC(=O)C4C(C5=CC6=C(C=C35)OCO6)C7=CC(=C(C(=C7)OC)O)OC)O)O. Cell line: SK-MEL-28. Synergy scores: CSS=24.4, Synergy_ZIP=-5.66, Synergy_Bliss=2.74, Synergy_Loewe=3.53, Synergy_HSA=4.61.